Dataset: Full USPTO retrosynthesis dataset with 1.9M reactions from patents (1976-2016). Task: Predict the reactants needed to synthesize the given product. (1) Given the product [Br:1][C:2]1[CH:3]=[CH:4][C:5]2[N:6]([CH:10]=[C:11]([C:13]3[CH:18]=[CH:17][C:16]([Cl:19])=[CH:15][CH:14]=3)[N:8]=2)[CH:7]=1, predict the reactants needed to synthesize it. The reactants are: [Br:1][C:2]1[CH:3]=[CH:4][C:5]([NH2:8])=[N:6][CH:7]=1.Br[CH2:10][C:11]([C:13]1[CH:18]=[CH:17][C:16]([Cl:19])=[CH:15][CH:14]=1)=O.C(=O)([O-])O.[Na+].O. (2) Given the product [C:63]([NH:62][CH2:61][CH2:60][NH:59][C:49]1[N:50]=[C:51]([C:53]2[CH:54]=[CH:55][CH:56]=[CH:57][CH:58]=2)[N:52]=[C:47]([NH:46][CH2:45][CH2:44][NH:43][C:1](=[O:9])[C:2]2[CH:3]=[CH:4][CH:5]=[CH:6][CH:7]=2)[C:48]=1[CH3:66])(=[O:65])[CH3:64], predict the reactants needed to synthesize it. The reactants are: [C:1]([OH:9])(=O)[C:2]1[CH:7]=[CH:6][CH:5]=[CH:4][CH:3]=1.C(N(CC)C(C)C)(C)C.CN(C(ON1N=NC2C=CC=NC1=2)=[N+](C)C)C.F[P-](F)(F)(F)(F)F.[NH2:43][CH2:44][CH2:45][NH:46][C:47]1[N:52]=[C:51]([C:53]2[CH:58]=[CH:57][CH:56]=[CH:55][CH:54]=2)[N:50]=[C:49]([NH:59][CH2:60][CH2:61][NH:62][C:63](=[O:65])[CH3:64])[C:48]=1[CH3:66]. (3) Given the product [Cl:1][C:2]1[N:7]=[CH:6][C:5]2[C:8]([C:14]([OH:16])=[O:15])=[N:9][N:10]([CH:11]([CH3:12])[CH3:13])[C:4]=2[CH:3]=1, predict the reactants needed to synthesize it. The reactants are: [Cl:1][C:2]1[N:7]=[CH:6][C:5]2[C:8]([C:14]([O:16]C)=[O:15])=[N:9][N:10]([CH:11]([CH3:13])[CH3:12])[C:4]=2[CH:3]=1.[OH-].C[Sn+](C)C.